Dataset: Full USPTO retrosynthesis dataset with 1.9M reactions from patents (1976-2016). Task: Predict the reactants needed to synthesize the given product. (1) The reactants are: [Cl:1][C:2]1[N:10]=[C:9]([Cl:11])[CH:8]=[CH:7][C:3]=1[C:4](O)=[O:5].S(Cl)([Cl:14])=O. Given the product [Cl:1][C:2]1[N:10]=[C:9]([Cl:11])[CH:8]=[CH:7][C:3]=1[C:4]([Cl:14])=[O:5], predict the reactants needed to synthesize it. (2) Given the product [Cl:5][C:6]1[C:7]2[N:20]=[N:1][N:12]([C:13]3[CH:18]=[CH:17][CH:16]=[CH:15][C:14]=3[Cl:19])[C:8]=2[N:9]=[CH:10][N:11]=1, predict the reactants needed to synthesize it. The reactants are: [N:1]([O-])=O.[Na+].[Cl:5][C:6]1[N:11]=[CH:10][N:9]=[C:8]([NH:12][C:13]2[CH:18]=[CH:17][CH:16]=[CH:15][C:14]=2[Cl:19])[C:7]=1[NH2:20]. (3) The reactants are: [F:1][CH:2]([F:15])[O:3][C:4]1[CH:9]=[CH:8][N:7]=[C:6]([CH2:10][C:11](OC)=[O:12])[CH:5]=1.[NH3:16].CO. Given the product [F:1][CH:2]([F:15])[O:3][C:4]1[CH:9]=[CH:8][N:7]=[C:6]([CH2:10][C:11]([NH2:16])=[O:12])[CH:5]=1, predict the reactants needed to synthesize it. (4) The reactants are: [Br:1][C:2]1[CH:3]=[N:4][NH:5][C:6]=1[C:7]([F:10])([F:9])[F:8].[O:11]1[CH:16]=[CH:15][CH2:14][CH2:13][CH2:12]1.CC1C=CC(S(O)(=O)=O)=CC=1.O. Given the product [Br:1][C:2]1[CH:3]=[N:4][N:5]([CH:12]2[CH2:13][CH2:14][CH2:15][CH2:16][O:11]2)[C:6]=1[C:7]([F:10])([F:9])[F:8], predict the reactants needed to synthesize it.